From a dataset of Forward reaction prediction with 1.9M reactions from USPTO patents (1976-2016). Predict the product of the given reaction. (1) The product is: [F:41][C:38]1([F:40])[O:37][C:36]2[CH:42]=[CH:43][C:33]([C:30]3([C:28]([NH:27][C:25]4[CH:24]=[CH:23][C:22]([CH3:44])=[C:21]([C:7]5[CH:8]=[CH:9][N:4]([CH2:3][CH2:2][OH:1])[C:5](=[O:19])[CH:6]=5)[N:26]=4)=[O:29])[CH2:32][CH2:31]3)=[CH:34][C:35]=2[O:39]1. Given the reactants [OH:1][CH2:2][CH2:3][N:4]1[CH:9]=[CH:8][C:7](B2OC(C)(C)C(C)(C)O2)=[CH:6][C:5]1=[O:19].Cl[C:21]1[N:26]=[C:25]([NH:27][C:28]([C:30]2([C:33]3[CH:43]=[CH:42][C:36]4[O:37][C:38]([F:41])([F:40])[O:39][C:35]=4[CH:34]=3)[CH2:32][CH2:31]2)=[O:29])[CH:24]=[CH:23][C:22]=1[CH3:44], predict the reaction product. (2) Given the reactants [N:1]([C@H:4]1[C@H:8]([OH:9])[CH2:7][N:6]([C:10]([O:12][C:13]([CH3:16])([CH3:15])[CH3:14])=[O:11])[CH2:5]1)=[N+]=[N-], predict the reaction product. The product is: [NH2:1][C@H:4]1[C@H:8]([OH:9])[CH2:7][N:6]([C:10]([O:12][C:13]([CH3:16])([CH3:15])[CH3:14])=[O:11])[CH2:5]1. (3) Given the reactants [C:1]([C:5]1[CH:10]=[CH:9][C:8]([NH:11][C:12]2[CH:17]=[CH:16][C:15]([O:18][C:19]3[C:28]4[C:23](=[CH:24][C:25]([OH:31])=[C:26]([O:29][CH3:30])[CH:27]=4)[N:22]=[CH:21][CH:20]=3)=[CH:14][CH:13]=2)=[CH:7][CH:6]=1)([CH3:4])([CH3:3])[CH3:2].C(C1C=CC(NC2C=CC(OC3C4C(=CC(OCCCCl)=C(OC)C=4)N=CC=3)=CC=2)=CC=1)(C)(C)C.C(OC([N:74]1[CH2:79][CH2:78][CH:77]([CH2:80]O)[CH2:76][CH2:75]1)=O)(C)(C)C.C1(P(C2C=CC=CC=2)C2C=CC=CC=2)C=CC=CC=1.N(C(OCC)=O)=NC(OCC)=O, predict the reaction product. The product is: [C:1]([C:5]1[CH:6]=[CH:7][C:8]([NH:11][C:12]2[CH:17]=[CH:16][C:15]([O:18][C:19]3[C:28]4[C:23](=[CH:24][C:25]([O:31][CH2:80][CH:77]5[CH2:78][CH2:79][NH:74][CH2:75][CH2:76]5)=[C:26]([O:29][CH3:30])[CH:27]=4)[N:22]=[CH:21][CH:20]=3)=[CH:14][CH:13]=2)=[CH:9][CH:10]=1)([CH3:4])([CH3:2])[CH3:3]. (4) Given the reactants [F:1][C:2]1[CH:3]=[C:4]([N:14]2[CH2:18][C@H:17]([CH2:19][NH:20][C:21](=[O:23])[CH3:22])[O:16][C:15]2=[O:24])[CH:5]=[CH:6][C:7]=1[N:8]1[CH2:13][CH2:12][NH:11][CH2:10][CH2:9]1.C(N(CC)CC)C.Br[CH2:33][C:34](Br)=[O:35].[C:37]([N:44]1[CH2:49][CH2:48][NH:47][CH2:46][CH2:45]1)([O:39][C:40]([CH3:43])([CH3:42])[CH3:41])=[O:38].C(=O)([O-])[O-].[K+].[K+], predict the reaction product. The product is: [C:40]([O:39][C:37]([N:44]1[CH2:45][CH2:46][N:47]([CH2:33][C:34]([N:11]2[CH2:12][CH2:13][N:8]([C:7]3[CH:6]=[CH:5][C:4]([N:14]4[CH2:18][C@H:17]([CH2:19][NH:20][C:21](=[O:23])[CH3:22])[O:16][C:15]4=[O:24])=[CH:3][C:2]=3[F:1])[CH2:9][CH2:10]2)=[O:35])[CH2:48][CH2:49]1)=[O:38])([CH3:43])([CH3:42])[CH3:41]. (5) Given the reactants [C:1]([NH:5][S:6]([C:9]1[CH:14]=[CH:13][CH:12]=[C:11]([C:15]2[N:23]3[C:18]([CH:19]=[N:20][C:21](S(C)=O)=[N:22]3)=[CH:17][CH:16]=2)[CH:10]=1)(=[O:8])=[O:7])([CH3:4])([CH3:3])[CH3:2].[N:27]1[C:31]2[CH:32]=[CH:33][C:34]([NH2:36])=[CH:35][C:30]=2[NH:29][CH:28]=1, predict the reaction product. The product is: [N:27]1[C:31]2[CH:32]=[CH:33][C:34]([NH:36][C:21]3[N:20]=[CH:19][C:18]4=[CH:17][CH:16]=[C:15]([C:11]5[CH:10]=[C:9]([S:6]([NH:5][C:1]([CH3:4])([CH3:3])[CH3:2])(=[O:8])=[O:7])[CH:14]=[CH:13][CH:12]=5)[N:23]4[N:22]=3)=[CH:35][C:30]=2[NH:29][CH:28]=1. (6) The product is: [OH:14][C:12]1[C:11]([C:15](=[O:17])[CH3:16])=[N:10][N:9]([C:5]2[CH:6]=[CH:7][CH:8]=[C:3]([O:2][CH3:1])[CH:4]=2)[CH:13]=1. Given the reactants [CH3:1][O:2][C:3]1[CH:4]=[C:5]([NH:9][N:10]=[CH:11][C:12](=[O:14])[CH3:13])[CH:6]=[CH:7][CH:8]=1.[C:15](O)(=[O:17])[CH3:16].C(C=O)=O, predict the reaction product. (7) Given the reactants [CH2:1]([N:8]([CH2:19][C:20]1[CH:25]=[CH:24][C:23]([C:26](OC)=[O:27])=[CH:22][CH:21]=1)[C:9]1[CH:14]=[CH:13][CH:12]=[C:11]([N+:15]([O-:17])=[O:16])[C:10]=1[CH3:18])[C:2]1[CH:7]=[CH:6][CH:5]=[CH:4][CH:3]=1.[H-].C([Al+]CC(C)C)C(C)C, predict the reaction product. The product is: [CH2:1]([N:8]([CH2:19][C:20]1[CH:25]=[CH:24][C:23]([CH2:26][OH:27])=[CH:22][CH:21]=1)[C:9]1[CH:14]=[CH:13][CH:12]=[C:11]([N+:15]([O-:17])=[O:16])[C:10]=1[CH3:18])[C:2]1[CH:7]=[CH:6][CH:5]=[CH:4][CH:3]=1.